Task: Predict which catalyst facilitates the given reaction.. Dataset: Catalyst prediction with 721,799 reactions and 888 catalyst types from USPTO (1) Reactant: [Br:1][C:2]1[CH:3]=[C:4]([C:18]([O:20][CH2:21][CH3:22])=[O:19])[N:5]([CH2:7][C:8]2[CH:13]=[C:12]([Cl:14])[CH:11]=[CH:10][C:9]=2[N+:15]([O-])=O)[CH:6]=1. Product: [NH2:15][C:9]1[CH:10]=[CH:11][C:12]([Cl:14])=[CH:13][C:8]=1[CH2:7][N:5]1[CH:6]=[C:2]([Br:1])[CH:3]=[C:4]1[C:18]([O:20][CH2:21][CH3:22])=[O:19]. The catalyst class is: 180. (2) Reactant: [C:1]([O:5][C:6]([NH:8][C@@H:9]([C:20]([OH:22])=O)[CH2:10][C:11]1[C:19]2[C:14](=[CH:15][CH:16]=[CH:17][CH:18]=2)[NH:13][CH:12]=1)=[O:7])([CH3:4])([CH3:3])[CH3:2].Cl.[CH3:24][O:25][C:26]1[CH:27]=[C:28]([C:34]2[C@@H:43]3[C@@H:38]([CH2:39][CH2:40][CH2:41][CH2:42]3)[C:37](=[O:44])[N:36]([CH:45]3[CH2:50][CH2:49][NH:48][CH2:47][CH2:46]3)[N:35]=2)[CH:29]=[CH:30][C:31]=1[O:32][CH3:33].C(Cl)CCl.C1C=CC2N(O)N=NC=2C=1. Product: [CH3:24][O:25][C:26]1[CH:27]=[C:28]([C:34]2[C@H:43]3[C@H:38]([CH2:39][CH2:40][CH2:41][CH2:42]3)[C:37](=[O:44])[N:36]([CH:45]3[CH2:46][CH2:47][N:48]([C:20](=[O:22])[C@H:9]([NH:8][C:6](=[O:7])[O:5][C:1]([CH3:2])([CH3:3])[CH3:4])[CH2:10][C:11]4[C:19]5[C:14](=[CH:15][CH:16]=[CH:17][CH:18]=5)[NH:13][CH:12]=4)[CH2:49][CH2:50]3)[N:35]=2)[CH:29]=[CH:30][C:31]=1[O:32][CH3:33]. The catalyst class is: 18. (3) Reactant: C([Li])CCC.CCCCCC.[Si:12]([O:19][CH2:20][CH2:21][N:22]1[CH:26]=[CH:25][N:24]=[CH:23]1)([C:15]([CH3:18])([CH3:17])[CH3:16])([CH3:14])[CH3:13].CN([CH:30]=[O:31])C.[Cl-].[NH4+]. Product: [Si:12]([O:19][CH2:20][CH2:21][N:22]1[CH:26]=[CH:25][N:24]=[C:23]1[CH:30]=[O:31])([C:15]([CH3:18])([CH3:16])[CH3:17])([CH3:14])[CH3:13]. The catalyst class is: 54.